Dataset: Rat liver microsome stability data. Task: Regression/Classification. Given a drug SMILES string, predict its absorption, distribution, metabolism, or excretion properties. Task type varies by dataset: regression for continuous measurements (e.g., permeability, clearance, half-life) or binary classification for categorical outcomes (e.g., BBB penetration, CYP inhibition). Dataset: rlm. The molecule is O=C(NCc1ccc(-n2cnnn2)cc1Cl)c1ccc(OCCC(F)(F)F)nc1. The result is 0 (unstable in rat liver microsomes).